Dataset: Full USPTO retrosynthesis dataset with 1.9M reactions from patents (1976-2016). Task: Predict the reactants needed to synthesize the given product. (1) Given the product [ClH:1].[NH2:44][CH2:43][C@H:40]1[CH2:39][CH2:38][C@H:37]([C:35]([NH:34][C@H:19]([C:20](=[O:33])[NH:21][C:22]2[CH:23]=[CH:24][C:25]([C:28]3[NH:32][N:31]=[N:30][N:29]=3)=[CH:26][CH:27]=2)[CH2:18][C:14]2[CH:13]=[C:12]([C:8]3[CH:9]=[CH:10][CH:11]=[C:6]([C:4]([N:3]([CH3:2])[CH3:52])=[O:5])[CH:7]=3)[CH:17]=[CH:16][CH:15]=2)=[O:36])[CH2:42][CH2:41]1, predict the reactants needed to synthesize it. The reactants are: [ClH:1].[CH3:2][N:3]([CH3:52])[C:4]([C:6]1[CH:7]=[C:8]([C:12]2[CH:17]=[CH:16][CH:15]=[C:14]([CH2:18][C@H:19]([NH:34][C:35]([C@H:37]3[CH2:42][CH2:41][C@H:40]([CH2:43][NH:44]C(=O)OC(C)(C)C)[CH2:39][CH2:38]3)=[O:36])[C:20](=[O:33])[NH:21][C:22]3[CH:27]=[CH:26][C:25]([C:28]4[NH:32][N:31]=[N:30][N:29]=4)=[CH:24][CH:23]=3)[CH:13]=2)[CH:9]=[CH:10][CH:11]=1)=[O:5].C(#N)C. (2) Given the product [CH2:2]([NH:6][C:24]([NH:23][C:16]([O:18][C:19]([CH3:22])([CH3:21])[CH3:20])=[O:17])=[N:25][C:26]([O:28][C:29]([CH3:32])([CH3:31])[CH3:30])=[O:27])[CH2:3][C:4]#[CH:5], predict the reactants needed to synthesize it. The reactants are: Cl.[CH2:2]([NH2:6])[CH2:3][C:4]#[CH:5].C(N(CC)C(C)C)(C)C.[C:16]([NH:23][C:24](N1C=CC=N1)=[N:25][C:26]([O:28][C:29]([CH3:32])([CH3:31])[CH3:30])=[O:27])([O:18][C:19]([CH3:22])([CH3:21])[CH3:20])=[O:17].O. (3) Given the product [CH3:1][O:2][C:3]([C:5]1[C:6]([OH:33])=[C:7]2[C:12](=[C:13]([Br:34])[N:14]=1)[N:11]([CH2:15][C:16]1[CH:17]=[CH:18][CH:19]=[CH:20][CH:21]=1)[C:10](=[O:22])[C:9]([C:23]1[CH:28]=[CH:27][CH:26]=[C:25]([C:29]([F:32])([F:31])[F:30])[CH:24]=1)=[CH:8]2)=[O:4], predict the reactants needed to synthesize it. The reactants are: [CH3:1][O:2][C:3]([C:5]1[C:6]([OH:33])=[C:7]2[C:12](=[CH:13][N:14]=1)[N:11]([CH2:15][C:16]1[CH:21]=[CH:20][CH:19]=[CH:18][CH:17]=1)[C:10](=[O:22])[C:9]([C:23]1[CH:28]=[CH:27][CH:26]=[C:25]([C:29]([F:32])([F:31])[F:30])[CH:24]=1)=[CH:8]2)=[O:4].[Br:34]N1C(=O)CCC1=O. (4) Given the product [C:1]([O:5][C:6]([N:8]1[CH2:13][CH2:12][CH:11]([C:14]2[NH:18][N:17]=[C:16]([O:19][CH3:23])[C:15]=2[CH3:20])[CH2:10][CH2:9]1)=[O:7])([CH3:4])([CH3:2])[CH3:3], predict the reactants needed to synthesize it. The reactants are: [C:1]([O:5][C:6]([N:8]1[CH2:13][CH2:12][CH:11]([C:14]2[NH:18][NH:17][C:16](=[O:19])[C:15]=2[CH3:20])[CH2:10][CH2:9]1)=[O:7])([CH3:4])([CH3:3])[CH3:2].[N+](=[CH2:23])=[N-]. (5) Given the product [F:1][C:2]1[CH:3]=[CH:4][C:5]([S:8]([CH2:9][CH2:10][CH2:11][Cl:12])=[O:21])=[CH:6][CH:7]=1, predict the reactants needed to synthesize it. The reactants are: [F:1][C:2]1[CH:7]=[CH:6][C:5]([S:8][CH2:9][CH2:10][CH2:11][Cl:12])=[CH:4][CH:3]=1.C1C=C(Cl)C=C(C(OO)=[O:21])C=1. (6) Given the product [NH2:1][C:2]1[C:7]([C:8]([NH:9][C:10]2[CH:15]=[CH:14][CH:13]=[CH:12][N:11]=2)=[O:16])=[N:6][C:5]([N:17]2[CH2:18][CH2:19][NH:20][CH2:21][CH2:22]2)=[CH:4][N:3]=1, predict the reactants needed to synthesize it. The reactants are: [NH2:1][C:2]1[N:3]=[CH:4][C:5]([N:17]2[CH2:22][CH2:21][N:20](C(OC(C)(C)C)=O)[CH2:19][CH2:18]2)=[N:6][C:7]=1[C:8](=[O:16])[NH:9][C:10]1[CH:15]=[CH:14][CH:13]=[CH:12][N:11]=1.C(O)(C(F)(F)F)=O. (7) The reactants are: C([C:4]1[CH:9]=[CH:8][CH:7]=[CH:6][C:5]=1[O:10][CH2:11][CH:12]=[CH2:13])(C)C.[O-:14][C:15]1[CH:20]=[CH:19][CH:18]=[CH:17][CH:16]=1.[Li+].[CH2:22]1COCC1. Given the product [CH3:22][O:14][C:15]1[CH:20]=[CH:19][C:18]([CH:11]([O:10][C:5]2[CH:4]=[CH:9][CH:8]=[CH:7][CH:6]=2)[CH:12]=[CH2:13])=[CH:17][CH:16]=1, predict the reactants needed to synthesize it. (8) Given the product [O:1]1[CH2:5][CH2:4][C@@H:3]([NH:6][C:7]2[N:15]=[CH:14][N:13]=[C:12]3[C:8]=2[N:9]=[CH:10][N:11]3[C@@H:16]2[O:20][C@H:19]([CH2:21][S:22][C:23]([NH:25][CH:26]3[CH2:5][CH2:4][CH2:3][CH2:2]3)=[O:24])[C@@H:18]([OH:27])[C@H:17]2[OH:28])[CH2:2]1, predict the reactants needed to synthesize it. The reactants are: [O:1]1[CH2:5][CH2:4][C@@H:3]([NH:6][C:7]2[N:15]=[CH:14][N:13]=[C:12]3[C:8]=2[N:9]=[CH:10][N:11]3[C@@H:16]2[O:20][C@H:19]([CH2:21][S:22][C:23]([NH:25][CH3:26])=[O:24])[C@@H:18]([OH:27])[C@H:17]2[OH:28])[CH2:2]1.CN=C=O. (9) Given the product [NH2:26][C:21]1[CH:22]=[CH:23][CH:24]=[CH:25][C:20]=1/[CH:19]=[N:18]/[NH:17][C:15](=[O:16])[CH2:14][N:13]([C:29]1[CH:30]=[CH:31][C:32]([CH3:35])=[CH:33][CH:34]=1)[S:10]([C:7]1[CH:6]=[CH:5][C:4]([O:3][CH2:1][CH3:2])=[CH:9][CH:8]=1)(=[O:12])=[O:11], predict the reactants needed to synthesize it. The reactants are: [CH2:1]([O:3][C:4]1[CH:9]=[CH:8][C:7]([S:10]([N:13]([C:29]2[CH:34]=[CH:33][C:32]([CH3:35])=[CH:31][CH:30]=2)[CH2:14][C:15]([NH:17]/[N:18]=[CH:19]/[C:20]2[CH:25]=[CH:24][CH:23]=[CH:22][C:21]=2[N+:26]([O-])=O)=[O:16])(=[O:12])=[O:11])=[CH:6][CH:5]=1)[CH3:2].